This data is from Full USPTO retrosynthesis dataset with 1.9M reactions from patents (1976-2016). The task is: Predict the reactants needed to synthesize the given product. (1) The reactants are: [OH:1][C:2]1[C:3]([CH:21]([CH3:23])[CH3:22])=[C:4]2[C:9](=[C:10]([CH3:15])[C:11]=1[CH:12]([CH3:14])[CH3:13])[O:8][C:7]([CH3:20])([C:16]([O:18]C)=[O:17])[CH2:6][CH2:5]2.O.[OH-].[Li+].CC(OC)(C)C.CCCCCCC. Given the product [OH:1][C:2]1[C:3]([CH:21]([CH3:23])[CH3:22])=[C:4]2[C:9](=[C:10]([CH3:15])[C:11]=1[CH:12]([CH3:13])[CH3:14])[O:8][C:7]([CH3:20])([C:16]([OH:18])=[O:17])[CH2:6][CH2:5]2, predict the reactants needed to synthesize it. (2) Given the product [CH3:18][C:17]([CH2:20][CH2:1][C:2]1[NH:3][C:4]2[C:9]([CH:10]=1)=[CH:8][CH:7]=[CH:6][CH:5]=2)=[CH2:16], predict the reactants needed to synthesize it. The reactants are: [CH3:1][C:2]1[NH:3][C:4]2[C:9]([CH:10]=1)=[CH:8][CH:7]=[CH:6][CH:5]=2.C([Li])CCC.[CH3:16][C:17]([CH3:20])([O-])[CH3:18].[K+].BrCC(C)=C. (3) Given the product [C:23]([C:17]1[CH:18]=[N:19][C:20]2[C:15]([C:16]=1[NH:25][C:26]1[CH:31]=[CH:30][C:29]([O:32][C:33]3[CH:34]=[CH:35][CH:36]=[CH:37][CH:38]=3)=[CH:28][CH:27]=1)=[CH:14][C:13]([NH:12][C:1](=[O:5])/[CH:2]=[CH:39]/[CH2:10][N:8]([CH3:7])[CH3:9])=[CH:22][CH:21]=2)#[N:24], predict the reactants needed to synthesize it. The reactants are: [C:1](Cl)(=[O:5])[C:2](Cl)=O.[CH3:7][N:8]([CH:10]=O)[CH3:9].[NH2:12][C:13]1[CH:14]=[C:15]2[C:20](=[CH:21][CH:22]=1)[N:19]=[CH:18][C:17]([C:23]#[N:24])=[C:16]2[NH:25][C:26]1[CH:31]=[CH:30][C:29]([O:32][C:33]2[CH:38]=[CH:37][CH:36]=[CH:35][CH:34]=2)=[CH:28][CH:27]=1.[C:39]([O-])(O)=O.[Na+]. (4) Given the product [CH3:19][C:17]1[CH:16]=[CH:15][C:14]2[N:9]([C:7](=[O:8])/[CH:6]=[CH:5]/[C:4]([OH:26])=[O:3])[CH2:10][CH:11]([C:20]3[CH:21]=[CH:22][CH:23]=[CH:24][CH:25]=3)[O:12][C:13]=2[CH:18]=1, predict the reactants needed to synthesize it. The reactants are: C([O:3][C:4](=[O:26])/[CH:5]=[CH:6]/[C:7]([N:9]1[C:14]2[CH:15]=[CH:16][C:17]([CH3:19])=[CH:18][C:13]=2[O:12][CH:11]([C:20]2[CH:25]=[CH:24][CH:23]=[CH:22][CH:21]=2)[CH2:10]1)=[O:8])C.[OH-].[Na+]. (5) Given the product [ClH:36].[NH2:28][CH2:27][C:7]1[N:8]([CH2:23][CH:24]([CH3:25])[CH3:26])[C:9](=[O:22])[C:10]2[C:15]([C:6]=1[O:5][CH2:1][CH2:2][CH2:3][CH3:4])=[CH:14][C:13]([C:16]1[NH:20][C:19](=[O:21])[O:18][N:17]=1)=[CH:12][CH:11]=2, predict the reactants needed to synthesize it. The reactants are: [CH2:1]([O:5][C:6]1[C:15]2[C:10](=[CH:11][CH:12]=[C:13]([C:16]3[NH:20][C:19](=[O:21])[O:18][N:17]=3)[CH:14]=2)[C:9](=[O:22])[N:8]([CH2:23][CH:24]([CH3:26])[CH3:25])[C:7]=1[CH2:27][NH:28]C(=O)OC(C)(C)C)[CH2:2][CH2:3][CH3:4].[ClH:36]. (6) Given the product [NH2:1][C:3]1[N:8]=[CH:7][N:6]=[C:5]([NH:9][C:10]2[CH:18]=[C:17]3[C:13]([CH:14]=[CH:15][NH:16]3)=[CH:12][CH:11]=2)[CH:4]=1, predict the reactants needed to synthesize it. The reactants are: [NH3:1].Cl[C:3]1[N:8]=[CH:7][N:6]=[C:5]([NH:9][C:10]2[CH:18]=[C:17]3[C:13]([CH:14]=[CH:15][NH:16]3)=[CH:12][CH:11]=2)[CH:4]=1.